From a dataset of Reaction yield outcomes from USPTO patents with 853,638 reactions. Predict the reaction yield, written as a fraction of the theoretical maximum amount of product (1.0 means a 100% yield; for example, 0.34 means a 34% yield). The reactants are [Cl:1][C:2]1[CH:3]=[C:4]([S:8]([NH:11][C:12]2[CH:20]=[CH:19][C:15]([C:16]([OH:18])=[O:17])=[C:14]([OH:21])[CH:13]=2)(=[O:10])=[O:9])[S:5][C:6]=1[Cl:7].[CH2:22](O)[CH2:23][CH3:24]. No catalyst specified. The product is [Cl:1][C:2]1[CH:3]=[C:4]([S:8]([NH:11][C:12]2[CH:20]=[CH:19][C:15]([C:16]([O:18][CH2:22][CH2:23][CH3:24])=[O:17])=[C:14]([OH:21])[CH:13]=2)(=[O:9])=[O:10])[S:5][C:6]=1[Cl:7]. The yield is 0.610.